This data is from Forward reaction prediction with 1.9M reactions from USPTO patents (1976-2016). The task is: Predict the product of the given reaction. Given the reactants [N:1]1[N:5]2[C:6]3[CH2:13][CH2:12][N:11]([C:14]4[CH:15]=[C:16]([CH:20]=[CH:21][CH:22]=4)[C:17](O)=[O:18])[CH2:10][C:7]=3[CH:8]=[N:9][C:4]2=[CH:3][CH:2]=1.C(N(CC)CC)C.CCCP(=O)=O.[F:36][C:37]([F:46])([F:45])[C:38]1[CH:39]=[C:40]([CH:42]=[CH:43][CH:44]=1)[NH2:41], predict the reaction product. The product is: [N:1]1[N:5]2[C:6]3[CH2:13][CH2:12][N:11]([C:14]4[CH:15]=[C:16]([CH:20]=[CH:21][CH:22]=4)[C:17]([NH:41][C:40]4[CH:42]=[CH:43][CH:44]=[C:38]([C:37]([F:36])([F:45])[F:46])[CH:39]=4)=[O:18])[CH2:10][C:7]=3[CH:8]=[N:9][C:4]2=[CH:3][CH:2]=1.